Dataset: NCI-60 drug combinations with 297,098 pairs across 59 cell lines. Task: Regression. Given two drug SMILES strings and cell line genomic features, predict the synergy score measuring deviation from expected non-interaction effect. (1) Drug 1: C1CCC(C1)C(CC#N)N2C=C(C=N2)C3=C4C=CNC4=NC=N3. Drug 2: CC(C)NC(=O)C1=CC=C(C=C1)CNNC.Cl. Cell line: SK-OV-3. Synergy scores: CSS=0.212, Synergy_ZIP=-0.592, Synergy_Bliss=-2.77, Synergy_Loewe=-7.88, Synergy_HSA=-4.42. (2) Drug 1: C1=NC2=C(N1)C(=S)N=C(N2)N. Drug 2: CC(C)CN1C=NC2=C1C3=CC=CC=C3N=C2N. Cell line: MDA-MB-231. Synergy scores: CSS=21.5, Synergy_ZIP=-4.92, Synergy_Bliss=2.64, Synergy_Loewe=1.41, Synergy_HSA=2.83. (3) Drug 1: C1=CC(=CC=C1CCC2=CNC3=C2C(=O)NC(=N3)N)C(=O)NC(CCC(=O)O)C(=O)O. Drug 2: C(=O)(N)NO. Cell line: NCI-H460. Synergy scores: CSS=59.9, Synergy_ZIP=5.31, Synergy_Bliss=4.61, Synergy_Loewe=5.65, Synergy_HSA=8.29. (4) Drug 1: C1=CN(C(=O)N=C1N)C2C(C(C(O2)CO)O)O.Cl. Drug 2: CC1=C(C=C(C=C1)NC(=O)C2=CC=C(C=C2)CN3CCN(CC3)C)NC4=NC=CC(=N4)C5=CN=CC=C5. Cell line: MDA-MB-231. Synergy scores: CSS=18.6, Synergy_ZIP=-11.0, Synergy_Bliss=-3.42, Synergy_Loewe=-5.89, Synergy_HSA=-1.92. (5) Drug 2: CS(=O)(=O)OCCCCOS(=O)(=O)C. Cell line: SK-MEL-5. Drug 1: CCCCCOC(=O)NC1=NC(=O)N(C=C1F)C2C(C(C(O2)C)O)O. Synergy scores: CSS=8.42, Synergy_ZIP=-0.0553, Synergy_Bliss=1.27, Synergy_Loewe=-0.259, Synergy_HSA=0.458. (6) Drug 1: CC1=C(C=C(C=C1)NC2=NC=CC(=N2)N(C)C3=CC4=NN(C(=C4C=C3)C)C)S(=O)(=O)N.Cl. Drug 2: COC1=C2C(=CC3=C1OC=C3)C=CC(=O)O2. Cell line: EKVX. Synergy scores: CSS=2.01, Synergy_ZIP=11.6, Synergy_Bliss=1.30, Synergy_Loewe=1.15, Synergy_HSA=0.151. (7) Drug 1: CC1=CC=C(C=C1)C2=CC(=NN2C3=CC=C(C=C3)S(=O)(=O)N)C(F)(F)F. Drug 2: CC1CCC2CC(C(=CC=CC=CC(CC(C(=O)C(C(C(=CC(C(=O)CC(OC(=O)C3CCCCN3C(=O)C(=O)C1(O2)O)C(C)CC4CCC(C(C4)OC)OCCO)C)C)O)OC)C)C)C)OC. Cell line: OVCAR3. Synergy scores: CSS=6.20, Synergy_ZIP=-1.69, Synergy_Bliss=-3.93, Synergy_Loewe=-0.607, Synergy_HSA=-2.61.